Dataset: Peptide-MHC class II binding affinity with 134,281 pairs from IEDB. Task: Regression. Given a peptide amino acid sequence and an MHC pseudo amino acid sequence, predict their binding affinity value. This is MHC class II binding data. The MHC is DRB1_0901 with pseudo-sequence DRB1_0901. The peptide sequence is DSEEPLQGPFNFRFL. The binding affinity (normalized) is 0.339.